From a dataset of Full USPTO retrosynthesis dataset with 1.9M reactions from patents (1976-2016). Predict the reactants needed to synthesize the given product. (1) Given the product [F:22][C:23]([F:37])([F:38])[C:24]1[CH:25]=[C:26]([C:27]2[O:1][N:2]=[C:3]([C:5]3[CH:13]=[CH:12][C:11]4[N:10]5[CH2:14][CH2:15][CH:16]([CH2:17][C:18]([O:20][CH3:21])=[O:19])[C:9]5=[CH:8][C:7]=4[CH:6]=3)[N:4]=2)[CH:30]=[C:31]([C:33]([F:34])([F:35])[F:36])[CH:32]=1, predict the reactants needed to synthesize it. The reactants are: [OH:1][N:2]=[C:3]([C:5]1[CH:13]=[CH:12][C:11]2[N:10]3[CH2:14][CH2:15][CH:16]([CH2:17][C:18]([O:20][CH3:21])=[O:19])[C:9]3=[CH:8][C:7]=2[CH:6]=1)[NH2:4].[F:22][C:23]([F:38])([F:37])[C:24]1[CH:25]=[C:26]([CH:30]=[C:31]([C:33]([F:36])([F:35])[F:34])[CH:32]=1)[C:27](Cl)=O. (2) Given the product [CH2:34]([C@@H:14]([CH2:13][CH2:12][C@H:8]([CH2:1][C:2]1[CH:3]=[CH:4][CH:5]=[CH:6][CH:7]=1)[C:9](=[O:11])[NH:48][C@H:49]1[CH2:55][CH:54]=[CH:53][CH2:52][N:51]([C:56]2[CH:61]=[CH:60][CH:59]=[CH:58][C:57]=2[CH3:62])[C:50]1=[O:63])[C:15]([NH:17][C@H:18]1[CH2:24][CH2:23][S:22][C@H:21]2[CH2:25][CH2:26][CH2:27][C@@H:28]([C:29]([O:31][CH3:32])=[O:30])[N:20]2[C:19]1=[O:33])=[O:16])[C:35]1[CH:40]=[CH:39][CH:38]=[CH:37][CH:36]=1, predict the reactants needed to synthesize it. The reactants are: [CH2:1]([C@@H:8]([CH2:12][CH2:13][C@H:14]([CH2:34][C:35]1[CH:40]=[CH:39][CH:38]=[CH:37][CH:36]=1)[C:15]([NH:17][C@H:18]1[CH2:24][CH2:23][S:22][C@H:21]2[CH2:25][CH2:26][CH2:27][C@@H:28]([C:29]([O:31][CH3:32])=[O:30])[N:20]2[C:19]1=[O:33])=[O:16])[C:9]([OH:11])=O)[C:2]1[CH:7]=[CH:6][CH:5]=[CH:4][CH:3]=1.FC(F)(F)C(O)=O.[NH2:48][C@H:49]1[CH2:55][CH:54]=[CH:53][CH2:52][N:51]([C:56]2[CH:61]=[CH:60][CH:59]=[CH:58][C:57]=2[CH3:62])[C:50]1=[O:63]. (3) The reactants are: [C:1](O)(=O)[CH3:2].[CH2:5](O)[CH3:6].Cl[C:9](Cl)(Cl)[CH2:10][O:11][C:12](=[O:40])[NH:13][C:14]1[CH:19]=[CH:18][C:17]([S:20][C:21]2[CH:26]=[CH:25][C:24]([C:27](=[O:36])[NH:28][C:29]3[CH:34]=[CH:33][C:32]([Br:35])=[CH:31][N:30]=3)=[CH:23][C:22]=2[N+:37]([O-])=O)=[CH:16][CH:15]=1. Given the product [CH:2]1[C:1]2[CH:9]([CH2:10][O:11][C:12](=[O:40])[NH:13][C:14]3[CH:19]=[CH:18][C:17]([S:20][C:21]4[CH:26]=[CH:25][C:24]([C:27](=[O:36])[NH:28][C:29]5[CH:34]=[CH:33][C:32]([Br:35])=[CH:31][N:30]=5)=[CH:23][C:22]=4[NH2:37])=[CH:16][CH:15]=3)[C:5]3[C:6](=[CH:26][CH:21]=[CH:22][CH:23]=3)[C:16]=2[CH:15]=[CH:14][CH:19]=1, predict the reactants needed to synthesize it. (4) Given the product [Cl:14][C:7]1[C:6](=[O:13])[NH:5][C:4]([CH:1]2[CH2:2][CH2:3]2)=[N:9][C:8]=1[C:10]([OH:12])=[O:11], predict the reactants needed to synthesize it. The reactants are: [CH:1]1([C:4]2[NH:5][C:6](=[O:13])[CH:7]=[C:8]([C:10]([OH:12])=[O:11])[N:9]=2)[CH2:3][CH2:2]1.[Cl:14][O-].[Na+].S(=O)(O)[O-].[Na+].